Dataset: Full USPTO retrosynthesis dataset with 1.9M reactions from patents (1976-2016). Task: Predict the reactants needed to synthesize the given product. (1) Given the product [Br:26][C:10]1[C:11]([CH3:25])=[C:12]([O:17][CH2:18][C:19]2[CH:24]=[CH:23][CH:22]=[CH:21][CH:20]=2)[C:13]([CH3:16])=[C:14]([CH3:15])[C:9]=1[O:8][CH2:1][C:2]1[CH:3]=[CH:4][CH:5]=[CH:6][CH:7]=1, predict the reactants needed to synthesize it. The reactants are: [CH2:1]([O:8][C:9]1[C:14]([CH3:15])=[C:13]([CH3:16])[C:12]([O:17][CH2:18][C:19]2[CH:24]=[CH:23][CH:22]=[CH:21][CH:20]=2)=[C:11]([CH3:25])[CH:10]=1)[C:2]1[CH:7]=[CH:6][CH:5]=[CH:4][CH:3]=1.[Br:26]Br.CCOC(C)=O.CCCCCCC. (2) Given the product [C:1]1([C:20]2[CH:25]=[CH:24][CH:23]=[CH:22][CH:21]=2)[CH:2]=[CH:3][C:4]([C:7]([N:9]2[CH2:13]/[C:12](=[N:14]\[O:15][CH3:16])/[CH2:11][C@H:10]2[C:17]#[N:19])=[O:8])=[CH:5][CH:6]=1, predict the reactants needed to synthesize it. The reactants are: [C:1]1([C:20]2[CH:25]=[CH:24][CH:23]=[CH:22][CH:21]=2)[CH:6]=[CH:5][C:4]([C:7]([N:9]2[CH2:13]/[C:12](=[N:14]\[O:15][CH3:16])/[CH2:11][C@H:10]2[C:17]([NH2:19])=O)=[O:8])=[CH:3][CH:2]=1.C1(C)C=CC(S(Cl)(=O)=O)=CC=1. (3) Given the product [C:14]([C:18]1[CH:19]=[CH:20][C:21]([CH2:22][NH:23][C:10](=[O:12])[CH:9]([C:4]2[CH:5]=[CH:6][C:7]([NH2:8])=[C:2]([NH2:1])[CH:3]=2)[CH3:13])=[CH:24][CH:25]=1)([CH3:17])([CH3:15])[CH3:16], predict the reactants needed to synthesize it. The reactants are: [NH2:1][C:2]1[CH:3]=[C:4]([CH:9]([CH3:13])[C:10]([OH:12])=O)[CH:5]=[CH:6][C:7]=1[NH2:8].[C:14]([C:18]1[CH:25]=[CH:24][C:21]([CH2:22][NH2:23])=[CH:20][CH:19]=1)([CH3:17])([CH3:16])[CH3:15].C(Cl)CCl.C1C=CC2N(O)N=NC=2C=1.C(N(CC)CC)C. (4) Given the product [CH:3]([N:6]1[C:10]([C@@H:11]2[C@@H:16]([C:17]([O:19][CH2:20][CH3:21])=[O:18])[CH2:15][CH2:14][O:13][CH2:12]2)=[CH:9][CH:8]=[N:7]1)([CH3:5])[CH3:4], predict the reactants needed to synthesize it. The reactants are: [H-].[Na+].[CH:3]([N:6]1[C:10]([C@@H:11]2[C@H:16]([C:17]([O:19][CH2:20][CH3:21])=[O:18])[CH2:15][CH2:14][O:13][CH2:12]2)=[CH:9][CH:8]=[N:7]1)([CH3:5])[CH3:4]. (5) Given the product [CH3:24][O:23][C:20]1[CH:21]=[CH:22][C:17]([CH2:16][N:8]2[C:9]3[C:14](=[CH:13][CH:12]=[CH:11][CH:10]=3)[CH2:15][C:6]3([CH2:5][CH2:4][CH2:3][CH2:2]3)[C:7]2=[O:25])=[CH:18][CH:19]=1, predict the reactants needed to synthesize it. The reactants are: I[CH2:2][CH2:3][CH2:4][CH2:5][CH:6]1[CH2:15][C:14]2[C:9](=[CH:10][CH:11]=[CH:12][CH:13]=2)[N:8]([CH2:16][C:17]2[CH:22]=[CH:21][C:20]([O:23][CH3:24])=[CH:19][CH:18]=2)[C:7]1=[O:25].[Li+].C[Si]([N-][Si](C)(C)C)(C)C. (6) The reactants are: [N:1]1([C:7]2[CH:12]=[CH:11][C:10]([NH:13][C:14]([C:16]3[C:17]([C:22]4[CH:27]=[CH:26][C:25]([C:28]([F:31])([F:30])[F:29])=[CH:24][CH:23]=4)=[CH:18][CH:19]=[CH:20][CH:21]=3)=[O:15])=[CH:9][CH:8]=2)[CH2:6][CH2:5][NH:4][CH2:3][CH2:2]1.C([O-])([O-])=O.[K+].[K+].Br[CH2:39][C:40]([NH2:42])=[O:41]. Given the product [C:40]([CH2:39][N:4]1[CH2:5][CH2:6][N:1]([C:7]2[CH:8]=[CH:9][C:10]([NH:13][C:14]([C:16]3[C:17]([C:22]4[CH:27]=[CH:26][C:25]([C:28]([F:29])([F:31])[F:30])=[CH:24][CH:23]=4)=[CH:18][CH:19]=[CH:20][CH:21]=3)=[O:15])=[CH:11][CH:12]=2)[CH2:2][CH2:3]1)(=[O:41])[NH2:42], predict the reactants needed to synthesize it. (7) Given the product [CH2:12]([N:19]1[CH:27]=[C:26]2[C:21]([CH:22]=[C:23]([C:2]3[C:10]4[N:5]([NH:6][CH:7]=[N:8][C:9]=4[NH2:11])[CH2:4][CH:3]=3)[CH:24]=[CH:25]2)=[N:20]1)[C:13]1[CH:18]=[CH:17][CH:16]=[CH:15][CH:14]=1, predict the reactants needed to synthesize it. The reactants are: Br[C:2]1[CH:3]=[CH:4][N:5]2[C:10]=1[C:9]([NH2:11])=[N:8][CH:7]=[N:6]2.[CH2:12]([N:19]1[CH:27]=[C:26]2[C:21]([CH:22]=[C:23](B3OC(C)(C)C(C)(C)O3)[CH:24]=[CH:25]2)=[N:20]1)[C:13]1[CH:18]=[CH:17][CH:16]=[CH:15][CH:14]=1.C(=O)([O-])[O-].[Na+].[Na+].CN(C)C=O.